From a dataset of Forward reaction prediction with 1.9M reactions from USPTO patents (1976-2016). Predict the product of the given reaction. (1) Given the reactants [CH3:1][C@H:2]1[CH2:7][CH2:6][C@H:5]([C:8]([N:10]([CH:33]([CH3:35])[CH3:34])[C:11]2[CH:15]=[C:14]([C:16]3[CH:21]=[CH:20][C:19]([NH:22][C:23]([C:25]4[N:26]=[CH:27][S:28][CH:29]=4)=[O:24])=[CH:18][CH:17]=3)[S:13][C:12]=2[C:30]([OH:32])=[O:31])=[O:9])[CH2:4][CH2:3]1.[OH-].[Na+:37], predict the reaction product. The product is: [CH3:1][C@H:2]1[CH2:7][CH2:6][C@H:5]([C:8]([N:10]([CH:33]([CH3:35])[CH3:34])[C:11]2[CH:15]=[C:14]([C:16]3[CH:17]=[CH:18][C:19]([NH:22][C:23]([C:25]4[N:26]=[CH:27][S:28][CH:29]=4)=[O:24])=[CH:20][CH:21]=3)[S:13][C:12]=2[C:30]([O-:32])=[O:31])=[O:9])[CH2:4][CH2:3]1.[Na+:37]. (2) Given the reactants [CH:15]1[CH:16]=[C:17]([C:18]([OH:20])=O)[C:12]([S:11][S:11][C:12]2[C:17]([C:18]([OH:20])=O)=[CH:16][CH:15]=[CH:14][CH:13]=2)=[CH:13][CH:14]=1.[Cl:21][C:22]1[CH:32]=[CH:31][C:25]([O:26][CH2:27][C:28]([OH:30])=[O:29])=[CH:24][CH:23]=1, predict the reaction product. The product is: [Cl:21][C:22]1[C:23]2[C:18](=[O:20])[C:17]3[C:12](=[CH:13][CH:14]=[CH:15][CH:16]=3)[S:11][C:24]=2[C:25]([O:26][CH2:27][C:28]([OH:30])=[O:29])=[CH:31][CH:32]=1. (3) Given the reactants [C:1]([N:4]([CH2:18][C:19]1[CH:24]=[CH:23][CH:22]=[CH:21][C:20]=1[C:25]([OH:27])=O)[C:5]1[CH:10]=[CH:9][CH:8]=[CH:7][C:6]=1[O:11][C:12]1[CH:17]=[CH:16][CH:15]=[CH:14][CH:13]=1)(=[O:3])[CH3:2].S(Cl)(Cl)=O.[CH3:32][N:33]([CH3:42])P(N(C)C)(N(C)C)=O, predict the reaction product. The product is: [C:1]([N:4]([CH2:18][C:19]1[CH:24]=[CH:23][CH:22]=[CH:21][C:20]=1[C:25]([N:33]([CH3:42])[CH3:32])=[O:27])[C:5]1[CH:10]=[CH:9][CH:8]=[CH:7][C:6]=1[O:11][C:12]1[CH:17]=[CH:16][CH:15]=[CH:14][CH:13]=1)(=[O:3])[CH3:2]. (4) Given the reactants [F:1][C:2]1[CH:7]=[CH:6][C:5]([C:8]2[C:9]([C:18]([OH:20])=O)=[CH:10][C:11]([S:14]([CH3:17])(=[O:16])=[O:15])=[CH:12][CH:13]=2)=[CH:4][CH:3]=1.[Cl:21][C:22]1[CH:23]=[C:24]([N:31]2[CH2:36][CH2:35][NH:34][CH2:33][CH2:32]2)[CH:25]=[C:26]([F:30])[C:27]=1[O:28][CH3:29], predict the reaction product. The product is: [Cl:21][C:22]1[CH:23]=[C:24]([N:31]2[CH2:36][CH2:35][N:34]([C:18]([C:9]3[CH:10]=[C:11]([S:14]([CH3:17])(=[O:15])=[O:16])[CH:12]=[CH:13][C:8]=3[C:5]3[CH:4]=[CH:3][C:2]([F:1])=[CH:7][CH:6]=3)=[O:20])[CH2:33][CH2:32]2)[CH:25]=[C:26]([F:30])[C:27]=1[O:28][CH3:29]. (5) Given the reactants [Li]CC[CH2:4][CH3:5].[F:6][C:7]1[CH:12]=[CH:11][CH:10]=[CH:9][C:8]=1[F:13].O1[CH2:18][CH2:17]CC1.C[Si:20](Cl)([CH3:22])C.[C:24](OC)(C)(C)C, predict the reaction product. The product is: [F:6][C:7]1[CH:12]=[CH:11][CH:10]=[C:9]([Si:20]([CH2:4][CH3:5])([CH2:17][CH3:18])[CH2:22][CH3:24])[C:8]=1[F:13]. (6) Given the reactants [Cl:1][C:2]1[CH:7]=[C:6]2[NH:8][C:9](=[O:30])[C:10]3([CH:15]([C:16]4[CH:21]=[CH:20][CH:19]=[C:18]([Cl:22])[CH:17]=4)[CH2:14][CH2:13][NH:12][CH:11]3[C:23]3[CH:28]=[CH:27][CH:26]=[C:25]([F:29])[CH:24]=3)[C:5]2=[CH:4][CH:3]=1.C(N(C(C)C)C(C)C)C.[C:40](Cl)(=[O:47])[C:41]1[CH:46]=[CH:45][CH:44]=[CH:43][CH:42]=1, predict the reaction product. The product is: [C:40]([N:8]1[C:6]2[C:5](=[CH:4][CH:3]=[C:2]([Cl:1])[CH:7]=2)[C:10]2([CH:15]([C:16]3[CH:21]=[CH:20][CH:19]=[C:18]([Cl:22])[CH:17]=3)[CH2:14][CH2:13][NH:12][CH:11]2[C:23]2[CH:28]=[CH:27][CH:26]=[C:25]([F:29])[CH:24]=2)[C:9]1=[O:30])(=[O:47])[C:41]1[CH:46]=[CH:45][CH:44]=[CH:43][CH:42]=1.